From a dataset of Peptide-MHC class I binding affinity with 185,985 pairs from IEDB/IMGT. Regression. Given a peptide amino acid sequence and an MHC pseudo amino acid sequence, predict their binding affinity value. This is MHC class I binding data. (1) The peptide sequence is FLLALLSCL. The MHC is HLA-A02:03 with pseudo-sequence HLA-A02:03. The binding affinity (normalized) is 0.740. (2) The peptide sequence is ISDYSAEVER. The MHC is HLA-A31:01 with pseudo-sequence HLA-A31:01. The binding affinity (normalized) is 0.311. (3) The peptide sequence is STFATVLEY. The MHC is HLA-A31:01 with pseudo-sequence HLA-A31:01. The binding affinity (normalized) is 0.0847. (4) The binding affinity (normalized) is 0.0847. The MHC is HLA-B39:01 with pseudo-sequence HLA-B39:01. The peptide sequence is KLQDLTLRC. (5) The peptide sequence is WRNATIPL. The MHC is HLA-B38:01 with pseudo-sequence HLA-B38:01. The binding affinity (normalized) is 0.286. (6) The peptide sequence is RVYLQGHGY. The MHC is HLA-B40:01 with pseudo-sequence HLA-B40:01. The binding affinity (normalized) is 0.0847. (7) The MHC is Mamu-A01 with pseudo-sequence Mamu-A01. The binding affinity (normalized) is 0.622. The peptide sequence is MSTLLIYLV. (8) The peptide sequence is QEIDHLVSQGI. The MHC is Mamu-B01 with pseudo-sequence Mamu-B01. The binding affinity (normalized) is 0. (9) The peptide sequence is FTGWRDPGL. The MHC is HLA-A23:01 with pseudo-sequence HLA-A23:01. The binding affinity (normalized) is 0.0847. (10) The peptide sequence is SIDHCSSFI. The MHC is HLA-A02:03 with pseudo-sequence HLA-A02:03. The binding affinity (normalized) is 0.764.